The task is: Predict the reactants needed to synthesize the given product.. This data is from Full USPTO retrosynthesis dataset with 1.9M reactions from patents (1976-2016). (1) Given the product [Cl:1][C:2]1[C:3]2[C:10]([S:28][C:25]3[CH:26]=[CH:27][C:22]([O:21][CH3:20])=[CH:23][CH:24]=3)=[CH:9][N:8]([CH2:12][O:13][CH2:14][CH2:15][Si:16]([CH3:19])([CH3:18])[CH3:17])[C:4]=2[N:5]=[CH:6][N:7]=1, predict the reactants needed to synthesize it. The reactants are: [Cl:1][C:2]1[C:3]2[C:10](I)=[CH:9][N:8]([CH2:12][O:13][CH2:14][CH2:15][Si:16]([CH3:19])([CH3:18])[CH3:17])[C:4]=2[N:5]=[CH:6][N:7]=1.[CH3:20][O:21][C:22]1[CH:27]=[CH:26][C:25]([SH:28])=[CH:24][CH:23]=1.C(=O)([O-])[O-].[K+].[K+]. (2) The reactants are: FC(F)(F)C(O)=O.[CH3:8][C:9]1[S:10][CH:11]=[C:12]([C:14]([N:16]2[CH2:21][C:20]3([CH2:26][CH2:25][NH:24][CH2:23][CH2:22]3)[O:19][CH2:18][CH2:17]2)=[O:15])[N:13]=1.Br[CH2:28][C:29]1[CH:30]=[C:31]([CH:34]=[CH:35][CH:36]=1)[CH:32]=[O:33].C(N(CC)CC)C. Given the product [CH3:8][C:9]1[S:10][CH:11]=[C:12]([C:14]([N:16]2[CH2:21][C:20]3([CH2:26][CH2:25][N:24]([CH2:28][C:29]4[CH:30]=[C:31]([CH:34]=[CH:35][CH:36]=4)[CH:32]=[O:33])[CH2:23][CH2:22]3)[O:19][CH2:18][CH2:17]2)=[O:15])[N:13]=1, predict the reactants needed to synthesize it. (3) Given the product [S:1]1[C:5]2[CH:6]=[C:7]([CH2:10][CH2:11][O:12][CH2:13][C:14]([N:26]3[CH2:30][CH2:29][CH:28]([OH:31])[CH2:27]3)=[O:16])[CH:8]=[CH:9][C:4]=2[CH:3]=[CH:2]1, predict the reactants needed to synthesize it. The reactants are: [S:1]1[C:5]2[CH:6]=[C:7]([CH2:10][CH2:11][O:12][CH2:13][C:14]([OH:16])=O)[CH:8]=[CH:9][C:4]=2[CH:3]=[CH:2]1.N1C=CN=C1.S(Cl)(Cl)=O.[NH:26]1[CH2:30][CH2:29][CH:28]([OH:31])[CH2:27]1. (4) Given the product [C:22]([C:21]1[CH:24]=[CH:25][CH:26]=[C:27]([O:28][CH3:29])[C:20]=1[F:19])#[CH:1], predict the reactants needed to synthesize it. The reactants are: [C:1](=O)([O-])[O-].[K+].[K+].CC(C)C(=O)C(P(=O)([O-])[O-])=[N+]=[N-].[F:19][C:20]1[C:27]([O:28][CH3:29])=[CH:26][CH:25]=[CH:24][C:21]=1[CH:22]=O. (5) Given the product [F:24][C:20]1[CH:19]=[C:18]2[C:23](/[C:15](=[C:10]3/[CH:9]=[C:8]([C:33]4[CH:34]=[CH:35][C:30]([C:28]([O:27][CH3:26])=[O:29])=[CH:31][CH:32]=4)[C:12]([CH3:14])([CH3:13])[O:11]/3)/[C:16](=[O:25])[NH:17]2)=[CH:22][CH:21]=1, predict the reactants needed to synthesize it. The reactants are: O1CCOCC1.Br[C:8]1[C:12]([CH3:14])([CH3:13])[O:11]/[C:10](=[C:15]2/[C:16](=[O:25])[NH:17][C:18]3[C:23]/2=[CH:22][CH:21]=[C:20]([F:24])[CH:19]=3)/[CH:9]=1.[CH3:26][O:27][C:28]([C:30]1[CH:35]=[CH:34][C:33](B(O)O)=[CH:32][CH:31]=1)=[O:29].C([O-])([O-])=O.[Na+].[Na+].